The task is: Predict the reaction yield, written as a fraction of the theoretical maximum amount of product (1.0 means a 100% yield; for example, 0.34 means a 34% yield).. This data is from Reaction yield outcomes from USPTO patents with 853,638 reactions. (1) The reactants are O1CCCCC1[N:7]1[CH:11]=[N:10][C:9]([C:12]2[N:17]=[CH:16][C:15]([C:18]3[N:19]=[C:20]4[N:27]([CH:28]5[CH2:33][CH2:32][O:31][CH2:30][CH2:29]5)[CH2:26][C:25](=[O:34])[NH:24][C:21]4=[N:22][CH:23]=3)=[CH:14][CH:13]=2)=[N:8]1.O1CCC(N2C3C(=NC=C([Sn](C)(C)C)N=3)NC(=O)C2)CC1.BrC1C=CC(C2N=CN(C3CCCCO3)N=2)=NC=1.C1(C)C=CC=CC=1P(C1C=CC=CC=1C)C1C=CC=CC=1C.C(N(CC)CC)C. The catalyst is C1C=CC(/C=C/C(/C=C/C2C=CC=CC=2)=O)=CC=1.C1C=CC(/C=C/C(/C=C/C2C=CC=CC=2)=O)=CC=1.C1C=CC(/C=C/C(/C=C/C2C=CC=CC=2)=O)=CC=1.[Pd].[Pd].CN(C)C=O. The product is [NH:7]1[CH:11]=[N:10][C:9]([C:12]2[N:17]=[CH:16][C:15]([C:18]3[N:19]=[C:20]4[N:27]([CH:28]5[CH2:29][CH2:30][O:31][CH2:32][CH2:33]5)[CH2:26][C:25](=[O:34])[NH:24][C:21]4=[N:22][CH:23]=3)=[CH:14][CH:13]=2)=[N:8]1. The yield is 0.390. (2) The reactants are [NH2:1][N:2]1[C:7](=[O:8])[C:6]([C:9]2[NH:14][C:13]3[CH:15]=[CH:16][CH:17]=[CH:18][C:12]=3[S:11](=[O:20])(=[O:19])[N:10]=2)=[C:5]([OH:21])[C:4]2[S:22][CH:23]=[CH:24][C:3]1=2.[CH3:25][CH:26]([CH3:29])[CH:27]=O. The catalyst is CN(C)C(=O)C. The product is [O:19]=[S:11]1(=[O:20])[C:12]2[CH:18]=[CH:17][CH:16]=[CH:15][C:13]=2[NH:14][C:9]([C:6]2[C:7](=[O:8])[N:2]([N:1]=[CH:25][CH:26]([CH3:29])[CH3:27])[C:3]3[CH:24]=[CH:23][S:22][C:4]=3[C:5]=2[OH:21])=[N:10]1. The yield is 0.650. (3) The reactants are C[O:2][P:3]([CH2:7][N:8]([S:10]([C:13]1[S:14][CH:15]=[CH:16][CH:17]=1)(=[O:12])=[O:11])[CH3:9])(=[O:6])[O:4]C.Br[Si](C)(C)C. The catalyst is ClCCl. The product is [S:14]1[CH:15]=[CH:16][CH:17]=[C:13]1[S:10]([N:8]([CH2:7][P:3](=[O:2])([OH:4])[OH:6])[CH3:9])(=[O:11])=[O:12]. The yield is 0.740. (4) The reactants are [NH2:1][CH2:2][CH2:3][CH2:4][C:5]([C@@H:22]1[CH2:27][CH2:26][CH2:25][N:24]([C:28]([O:30][C:31]([CH3:34])([CH3:33])[CH3:32])=[O:29])[CH2:23]1)([C:7]1[CH:12]=[CH:11][CH:10]=[C:9]([F:13])[C:8]=1[O:14][C:15]1[CH:20]=[CH:19][CH:18]=[C:17]([CH3:21])[CH:16]=1)[OH:6].CCN(CC)CC.Cl[C:43]([O:45][CH3:46])=[O:44]. The catalyst is CN(C1C=CN=CC=1)C.C(Cl)Cl. The product is [F:13][C:9]1[C:8]([O:14][C:15]2[CH:20]=[CH:19][CH:18]=[C:17]([CH3:21])[CH:16]=2)=[C:7]([C:5]([C@@H:22]2[CH2:27][CH2:26][CH2:25][N:24]([C:28]([O:30][C:31]([CH3:34])([CH3:33])[CH3:32])=[O:29])[CH2:23]2)([OH:6])[CH2:4][CH2:3][CH2:2][NH:1][C:43]([O:45][CH3:46])=[O:44])[CH:12]=[CH:11][CH:10]=1. The yield is 0.480. (5) The reactants are [C:1]1([C:7]2[NH:11][CH:10]=[C:9]([CH:12]=[O:13])[CH:8]=2)[CH:6]=[CH:5][CH:4]=[CH:3][CH:2]=1.[H-].[Na+].C1OCCOCCOCCOCCOC1.Cl.[N:32]1[CH:37]=[CH:36][CH:35]=[C:34]([S:38](Cl)(=[O:40])=[O:39])[CH:33]=1. The catalyst is O1CCCC1.C(OCC)(=O)C. The product is [C:1]1([C:7]2[N:11]([S:38]([C:34]3[CH:33]=[N:32][CH:37]=[CH:36][CH:35]=3)(=[O:40])=[O:39])[CH:10]=[C:9]([CH:12]=[O:13])[CH:8]=2)[CH:6]=[CH:5][CH:4]=[CH:3][CH:2]=1. The yield is 0.750. (6) The reactants are [F:1][C:2]([F:13])([F:12])[C:3]1[C:11]2[CH2:10][CH2:9][CH2:8][CH2:7][C:6]=2[NH:5][N:4]=1.Br[CH2:15][CH2:16][O:17][C:18]1[CH:27]=[CH:26][C:21]([C:22]([O:24][CH3:25])=[O:23])=[CH:20][CH:19]=1.CN(C=O)C.CC(C)([O-])C.[K+]. The catalyst is O. The product is [F:13][C:2]([F:1])([F:12])[C:3]1[C:11]2[CH2:10][CH2:9][CH2:8][CH2:7][C:6]=2[N:5]([CH2:15][CH2:16][O:17][C:18]2[CH:27]=[CH:26][C:21]([C:22]([O:24][CH3:25])=[O:23])=[CH:20][CH:19]=2)[N:4]=1. The yield is 0.700.